From a dataset of Full USPTO retrosynthesis dataset with 1.9M reactions from patents (1976-2016). Predict the reactants needed to synthesize the given product. (1) Given the product [CH3:19][O:18][C:15]1[CH:16]=[CH:17][C:12]([C:10]2[O:11][C:6]([C:5]3[CH:20]=[CH:21][CH:22]=[C:3]([O:2][CH3:1])[CH:4]=3)=[N:8][CH:9]=2)=[CH:13][CH:14]=1, predict the reactants needed to synthesize it. The reactants are: [CH3:1][O:2][C:3]1[CH:4]=[C:5]([CH:20]=[CH:21][CH:22]=1)[C:6]([NH:8][CH2:9][C:10]([C:12]1[CH:17]=[CH:16][C:15]([O:18][CH3:19])=[CH:14][CH:13]=1)=[O:11])=O.P(Cl)(Cl)(Cl)=O.C(=O)([O-])O.[Na+]. (2) Given the product [CH3:1][O:2][C:3]1[C:8]([C:9]2[CH:14]=[CH:13][C:12]([O:15][C:16]3[CH:21]=[CH:20][N:19]=[C:18]([C:22]4[CH:23]=[N:24][N:25]([CH3:27])[CH:26]=4)[CH:17]=3)=[C:11]([CH3:28])[N:10]=2)=[CH:7][N:6]=[C:5]([NH:46][CH2:45][C:44]([CH3:48])([CH3:47])[CH3:43])[N:4]=1, predict the reactants needed to synthesize it. The reactants are: [CH3:1][O:2][C:3]1[C:8]([C:9]2[CH:14]=[CH:13][C:12]([O:15][C:16]3[CH:21]=[CH:20][N:19]=[C:18]([C:22]4[CH:23]=[N:24][N:25]([CH3:27])[CH:26]=4)[CH:17]=3)=[C:11]([CH3:28])[N:10]=2)=[CH:7][N:6]=[C:5](SC)[N:4]=1.C1C=C(Cl)C=C(C(OO)=O)C=1.Cl.[CH3:43][C:44]([CH3:48])([CH3:47])[CH2:45][NH2:46]. (3) Given the product [Cl:25][C:2]1[C:11]2[C:6](=[CH:7][C:8]([O:14][CH2:15][CH2:16][CH2:17][N:18]3[CH2:22][CH2:21][CH2:20][CH2:19]3)=[C:9]([O:12][CH3:13])[CH:10]=2)[N:5]=[CH:4][N:3]=1, predict the reactants needed to synthesize it. The reactants are: O[C:2]1[C:11]2[C:6](=[CH:7][C:8]([O:14][CH2:15][CH2:16][CH2:17][N:18]3[CH2:22][CH2:21][CH2:20][CH2:19]3)=[C:9]([O:12][CH3:13])[CH:10]=2)[N:5]=[CH:4][N:3]=1.S(Cl)([Cl:25])=O.